Dataset: Human Reference Interactome with 51,813 positive PPI pairs across 8,248 proteins, plus equal number of experimentally-validated negative pairs. Task: Binary Classification. Given two protein amino acid sequences, predict whether they physically interact or not. (1) Protein 1 (ENSG00000162735) has sequence MAAAEEGCSVGAEADRELEELLESALDDFDKAKPSPAPPSTTTAPDASGPQKRSPGDTAKDALFASQEKFFQELFDSELASQATAEFEKAMKELAEEEPHLVEQFQKLSEAAGRVGSDMTSQQEFTSCLKETLSGLAKNATDLQNSSMSEEELTKAMEGLGMDEGDGEGNILPIMQSIMQNLLSKDVLYPSLKEITEKYPEWLQSHRESLPPEQFEKYQEQHSVMCKICEQFEAETPTDSETTQKARFEMVLDLMQQLQDLGHPPKELAGEMPPGLNFDLDALNLSGPPGASGEQCLIM*.... Protein 2 (ENSG00000171855) has sequence MTNKCLLQIALLLCFSTTALSMSYNLLGFLQRSSNFQCQKLLWQLNGRLEYCLKDRMNFDIPEEIKQLQQFQKEDAALTIYEMLQNIFAIFRQDSSSTGWNETIVENLLANVYHQINHLKTVLEEKLEKEDFTRGKLMSSLHLKRYYGRILHYLKAKEYSHCAWTIVRVEILRNFYFINRLTGYLRN*. Result: 1 (the proteins interact). (2) Protein 1 (ENSG00000110195) has sequence MAQRMTTQLLLLLVWVAVVGEAQTRIAWARTELLNVCMNAKHHKEKPGPEDKLHEQCRPWRKNACCSTNTSQEAHKDVSYLYRFNWNHCGEMAPACKRHFIQDTCLYECSPNLGPWIQQVDQSWRKERVLNVPLCKEDCEQWWEDCRTSYTCKSNWHKGWNWTSGFNKCAVGAACQPFHFYFPTPTVLCNEIWTHSYKVSNYSRGSGRCIQMWFDPAQGNPNEEVARFYAAAMSGAGPWAAWPFLLSLALMLLWLLS*. Protein 2 (ENSG00000197102) has sequence MSEPGGGGGEDGSAGLEVSAVQNVADVSVLQKHLRKLVPLLLEDGGEAPAALEAALEEKSALEQMRKFLSDPQVHTVLVERSTLKEDVGDEGEEEKEFISYNINIDIHYGVKSNSLAFIKRTPVIDADKPVSSQLRVLTLSEDSPYETLHSFISNAVAPFFKSYIRESGKADRDGDKMAPSVEKKIAELEMGLLHLQQNIEIPEISLPIHPMITNVAKQCYERGEKPKVTDFGDKVEDPTFLNQLQSGVNRWIREIQKVTKLDRDPASGTALQEISFWLNLERALYRIQEKRESPEVLLT.... Result: 0 (the proteins do not interact).